This data is from Forward reaction prediction with 1.9M reactions from USPTO patents (1976-2016). The task is: Predict the product of the given reaction. (1) Given the reactants [CH3:1][O:2][C:3]1[CH:36]=[CH:35][C:6]([CH2:7][O:8][C@@H:9]2[C@@H:17](/[CH:18]=[CH:19]/[O:20]C)[O:16][C@H:15]3[C@H:11]([N:12]=[C:13]([N:22]([CH3:24])[CH3:23])[S:14]3)[C@H:10]2[O:25][CH2:26][C:27]2[CH:32]=[CH:31][C:30]([O:33][CH3:34])=[CH:29][CH:28]=2)=[CH:5][CH:4]=1.[I-].[K+], predict the reaction product. The product is: [CH3:1][O:2][C:3]1[CH:4]=[CH:5][C:6]([CH2:7][O:8][C@@H:9]2[C@@H:17]([CH2:18][CH:19]=[O:20])[O:16][C@H:15]3[C@H:11]([N:12]=[C:13]([N:22]([CH3:24])[CH3:23])[S:14]3)[C@H:10]2[O:25][CH2:26][C:27]2[CH:28]=[CH:29][C:30]([O:33][CH3:34])=[CH:31][CH:32]=2)=[CH:35][CH:36]=1. (2) Given the reactants FC(F)(F)C(O)=O.[NH2:8][CH:9]1[CH2:14][CH2:13][N:12]([CH2:15][CH2:16][N:17]2[C:26]3[C:21](=[CH:22][CH:23]=[C:24]([Cl:27])[N:25]=3)[CH:20]=[CH:19][C:18]2=[O:28])[CH2:11][CH2:10]1.C(N(C(C)C)CC)(C)C.[O:38]1[C:47]2[CH:46]=[C:45]([CH:48]=O)[N:44]=[CH:43][C:42]=2[O:41][CH2:40][CH2:39]1.C([BH3-])#N.[Na+], predict the reaction product. The product is: [Cl:27][C:24]1[N:25]=[C:26]2[C:21]([CH:20]=[CH:19][C:18](=[O:28])[N:17]2[CH2:16][CH2:15][N:12]2[CH2:11][CH2:10][CH:9]([NH:8][CH2:48][C:45]3[N:44]=[CH:43][C:42]4[O:41][CH2:40][CH2:39][O:38][C:47]=4[CH:46]=3)[CH2:14][CH2:13]2)=[CH:22][CH:23]=1. (3) Given the reactants [Si:1]([O:18][CH2:19][C:20]1[C:25]([N:26]2[CH2:31][C@H:30]([CH3:32])[O:29][C@H:28]([CH3:33])[CH2:27]2)=[C:24]([F:34])[C:23]([F:35])=[CH:22][CH:21]=1)([C:14]([CH3:17])([CH3:16])[CH3:15])([C:8]1[CH:13]=[CH:12][CH:11]=[CH:10][CH:9]=1)[C:2]1[CH:7]=[CH:6][CH:5]=[CH:4][CH:3]=1.CON(C)[C:39]([C:41]1[S:45][N:44]=[N:43][C:42]=1[CH3:46])=[O:40], predict the reaction product. The product is: [Si:1]([O:18][CH2:19][C:20]1[C:25]([N:26]2[CH2:31][C@H:30]([CH3:32])[O:29][C@H:28]([CH3:33])[CH2:27]2)=[C:24]([F:34])[C:23]([F:35])=[C:22]([C:39]([C:41]2[S:45][N:44]=[N:43][C:42]=2[CH3:46])=[O:40])[CH:21]=1)([C:14]([CH3:16])([CH3:17])[CH3:15])([C:2]1[CH:7]=[CH:6][CH:5]=[CH:4][CH:3]=1)[C:8]1[CH:13]=[CH:12][CH:11]=[CH:10][CH:9]=1.